Predict the reaction yield, written as a fraction of the theoretical maximum amount of product (1.0 means a 100% yield; for example, 0.34 means a 34% yield). From a dataset of Reaction yield outcomes from USPTO patents with 853,638 reactions. The catalyst is CN(C)C=O.C(OCC)(=O)C. The reactants are [NH:1]1[C:9]2[C:4](=[CH:5][C:6]([O:10][C:11]3[C:20]4[C:15](=[CH:16][C:17]([O:23][CH3:24])=[C:18]([O:21][CH3:22])[CH:19]=4)[N:14]=[CH:13][CH:12]=3)=[CH:7][CH:8]=2)[CH:3]=[CH:2]1.[H-].[Na+].[F:27][C:28]1[CH:33]=[C:32]([F:34])[CH:31]=[CH:30][C:29]=1[N:35]=[C:36]=[O:37].O. The product is [F:27][C:28]1[CH:33]=[C:32]([F:34])[CH:31]=[CH:30][C:29]=1[NH:35][C:36]([N:1]1[C:9]2[C:4](=[CH:5][C:6]([O:10][C:11]3[C:20]4[C:15](=[CH:16][C:17]([O:23][CH3:24])=[C:18]([O:21][CH3:22])[CH:19]=4)[N:14]=[CH:13][CH:12]=3)=[CH:7][CH:8]=2)[CH:3]=[CH:2]1)=[O:37]. The yield is 0.589.